This data is from Reaction yield outcomes from USPTO patents with 853,638 reactions. The task is: Predict the reaction yield, written as a fraction of the theoretical maximum amount of product (1.0 means a 100% yield; for example, 0.34 means a 34% yield). (1) The reactants are [CH3:1][C:2]1([CH3:19])[CH2:9][CH:8]2[CH:6]([O:7]2)[CH2:5][N:4]([S:10]([C:13]2[CH:18]=[CH:17][CH:16]=[CH:15][N:14]=2)(=[O:12])=[O:11])[CH2:3]1.[N-:20]=[N+:21]=[N-:22].[Na+].[NH4+].[Cl-]. The catalyst is CO.O. The product is [N:20]([CH:8]1[CH2:9][C:2]([CH3:19])([CH3:1])[CH2:3][N:4]([S:10]([C:13]2[CH:18]=[CH:17][CH:16]=[CH:15][N:14]=2)(=[O:12])=[O:11])[CH2:5][CH:6]1[OH:7])=[N+:21]=[N-:22]. The yield is 0.290. (2) The reactants are C([O:3][C:4](=[O:31])[C:5]1[CH:10]=[CH:9][C:8]([NH:11][C:12]([C:14]2[CH:18]=[C:17]([CH3:19])[N:16]([C:20]3[CH:25]=[CH:24][CH:23]=[CH:22][C:21]=3[C:26]([F:29])([F:28])[F:27])[C:15]=2[CH3:30])=[O:13])=[CH:7][CH:6]=1)C.O.[OH-].[Li+].O.C1COCC1. The catalyst is CO. The product is [CH3:30][C:15]1[N:16]([C:20]2[CH:25]=[CH:24][CH:23]=[CH:22][C:21]=2[C:26]([F:28])([F:29])[F:27])[C:17]([CH3:19])=[CH:18][C:14]=1[C:12]([NH:11][C:8]1[CH:7]=[CH:6][C:5]([C:4]([OH:31])=[O:3])=[CH:10][CH:9]=1)=[O:13]. The yield is 0.150. (3) The reactants are [CH:1]1([C:7]2[C:8]3[S:19][C:18]([C:20]([O:22][C:23]([CH3:26])([CH3:25])[CH3:24])=[O:21])=[CH:17][C:9]=3[N:10]([CH2:12][C:13]([O:15][CH3:16])=[O:14])[CH:11]=2)[CH2:6][CH2:5][CH2:4][CH2:3][CH2:2]1.[Br:27]N1C(=O)CCC1=O. The catalyst is C(Cl)Cl. The product is [Br:27][C:11]1[N:10]([CH2:12][C:13]([O:15][CH3:16])=[O:14])[C:9]2[CH:17]=[C:18]([C:20]([O:22][C:23]([CH3:26])([CH3:25])[CH3:24])=[O:21])[S:19][C:8]=2[C:7]=1[CH:1]1[CH2:6][CH2:5][CH2:4][CH2:3][CH2:2]1. The yield is 0.870.